This data is from Experimentally validated miRNA-target interactions with 360,000+ pairs, plus equal number of negative samples. The task is: Binary Classification. Given a miRNA mature sequence and a target amino acid sequence, predict their likelihood of interaction. The miRNA is hsa-miR-4728-5p with sequence UGGGAGGGGAGAGGCAGCAAGCA. The protein sequence of the target gene is MNGEEEFFDAVTGFDSDNSSGEFSEANQKVTGMIDLDTSKNNRIGKTGERPSQENGIQKHRTSLPAPMFSRSDFSVWTILKKCVGLELSKITMPIAFNEPLSFLQRITEYMEHVYLIHRASCQPQPLERMQSVAAFAVSAVASQWERTGKPFNPLLGETYELIREDLGFRFISEQVSHHPPISAFHSEGLNHDFLFHGSIYPKLKFWGKSVEAEPRGTITLELLKHNEAYTWTNPTCCVHNVIIGKLWIEQYGTVEILNHRTGHKCVLHFKPCGLFGKELHKVEGHIQDKNKKKLFMIYG.... Result: 1 (interaction).